Dataset: Forward reaction prediction with 1.9M reactions from USPTO patents (1976-2016). Task: Predict the product of the given reaction. (1) Given the reactants [CH2:1]([C:5]1=[CH:6][N:7]([C:24]([CH3:27])([CH3:26])[CH3:25])[S:8]/[C:9]/1=[N:10]\[C:11]([C@@:13]12[C:19]([CH3:21])([CH3:20])[C@@:16]([CH3:22])([CH2:17][CH2:18]1)[C:15](=[O:23])[O:14]2)=[O:12])[CH2:2][CH2:3][CH3:4].[OH-:28].[K+].Cl, predict the reaction product. The product is: [CH2:1]([C:5]1=[CH:6][N:7]([C:24]([CH3:26])([CH3:25])[CH3:27])[S:8]/[C:9]/1=[N:10]\[C:11]([C@:13]1([OH:28])[CH2:18][CH2:17][C@@:16]([CH3:22])([C:15]([OH:14])=[O:23])[C:19]1([CH3:20])[CH3:21])=[O:12])[CH2:2][CH2:3][CH3:4]. (2) The product is: [S:20]1[CH:21]=[CH:22][CH:23]=[C:19]1[CH:16]([CH:2]([C:1]([O:8][CH3:9])=[O:7])[C:3]([O:5][CH3:6])=[O:4])[CH:17]=[CH2:18]. Given the reactants [C:1]([O:8][CH3:9])(=[O:7])[CH2:2][C:3]([O:5][CH3:6])=[O:4].[H-].[Na+].C(=O)(O[CH:16]([C:19]1[S:20][CH:21]=[CH:22][CH:23]=1)[CH:17]=[CH2:18])OC.O, predict the reaction product. (3) Given the reactants C([O:3][C:4]([C:6]1([CH2:22][CH2:23]OC)[CH2:11][CH2:10][N:9]([S:12]([C:15]2[CH:20]=[CH:19][CH:18]=[CH:17][C:16]=2[Cl:21])(=[O:14])=[O:13])[CH2:8][CH2:7]1)=O)C.[Cl-].C[Al+]C.[CH2:30]([C:32]1[CH:38]=[CH:37][C:35]([NH2:36])=[CH:34][CH:33]=1)[CH3:31], predict the reaction product. The product is: [Cl:21][C:16]1[CH:17]=[CH:18][CH:19]=[CH:20][C:15]=1[S:12]([N:9]1[CH2:10][CH2:11][C:6]2([C:4](=[O:3])[N:36]([C:35]3[CH:37]=[CH:38][C:32]([CH2:30][CH3:31])=[CH:33][CH:34]=3)[CH2:23][CH2:22]2)[CH2:7][CH2:8]1)(=[O:14])=[O:13]. (4) Given the reactants Br.[C:2]1(=[O:12])[C:11]2[C:6](=[CH:7][N:8]=[CH:9][CH:10]=2)[CH:5]=[CH:4][NH:3]1.[CH2:13](Br)[C:14]1[CH:19]=[CH:18][CH:17]=[CH:16][CH:15]=1.[BH4-].[Na+].Cl, predict the reaction product. The product is: [CH2:13]([N:8]1[CH2:9][CH2:10][C:11]2[C:2](=[O:12])[NH:3][CH:4]=[CH:5][C:6]=2[CH2:7]1)[C:14]1[CH:19]=[CH:18][CH:17]=[CH:16][CH:15]=1. (5) Given the reactants C(OC([N:8]1[CH2:12][C@@H:11]([CH2:13][O:14][CH3:15])[CH2:10][C@H:9]1[C:16]1[NH:20][C:19]2[C:21]3[C:26]([CH:27]=[CH:28][C:18]=2[N:17]=1)=[CH:25][C:24]1[C:29]2[C:34]([CH2:35][O:36][C:23]=1[CH:22]=3)=[CH:33][C:32]([C:37]1[CH:38]=[CH:39][C:40]3[N:44]=[C:43]([C@@H:45]4[CH2:49][CH2:48][CH2:47][N:46]4[C:50](=[O:60])[C@@H:51]([NH:55][C:56]([O:58][CH3:59])=[O:57])[CH:52]([CH3:54])[CH3:53])[NH:42][C:41]=3[CH:61]=1)=[CH:31][CH:30]=2)=O)(C)(C)C.Cl.[CH3:63][O:64][C:65]([NH:67][C@H:68]([C:72]1[CH:77]=CC=C[CH:73]=1)[C:69](O)=[O:70])=[O:66].CCOC(C(C#N)=NOC(N1CCOCC1)=[N+](C)C)=O.F[P-](F)(F)(F)(F)F.C(N(C(C)C)CC)(C)C, predict the reaction product. The product is: [CH3:59][O:58][C:56]([NH:55][C@@H:51]([CH:52]([CH3:53])[CH3:54])[C:50]([N:46]1[CH2:47][CH2:48][CH2:49][C@H:45]1[C:43]1[NH:42][C:41]2[CH:61]=[C:37]([C:32]3[CH:33]=[C:34]4[CH2:35][O:36][C:23]5[CH:22]=[C:21]6[C:26]([CH:27]=[CH:28][C:18]7[N:17]=[C:16]([C@@H:9]8[CH2:10][C@H:11]([CH2:13][O:14][CH3:15])[CH2:12][N:8]8[C@@:68]([NH:67][C:65](=[O:66])[O:64][CH3:63])([CH:72]([CH3:77])[CH3:73])[CH:69]=[O:70])[NH:20][C:19]=76)=[CH:25][C:24]=5[C:29]4=[CH:30][CH:31]=3)[CH:38]=[CH:39][C:40]=2[N:44]=1)=[O:60])=[O:57]. (6) Given the reactants [C:1]1([CH:7]([CH2:11][C:12]([OH:14])=[O:13])[C:8]([OH:10])=[O:9])[CH:6]=[CH:5][CH:4]=[CH:3][CH:2]=1.[N+:15]([O-])([OH:17])=[O:16], predict the reaction product. The product is: [N+:15]([C:4]1[CH:3]=[CH:2][C:1]([CH:7]([CH2:11][C:12]([OH:14])=[O:13])[C:8]([OH:10])=[O:9])=[CH:6][CH:5]=1)([O-:17])=[O:16]. (7) Given the reactants [SH:1][C:2]1[N:6]([CH2:7][C:8]([O:10][C:11]([CH3:14])([CH3:13])[CH3:12])=[O:9])[C:5]2[CH:15]=[CH:16][CH:17]=[CH:18][C:4]=2[N:3]=1.C1CCN2C(=NCCC2)CC1.[C:30]([O:34][C:35](=[O:41])[NH:36][CH2:37][CH2:38][CH2:39]Br)([CH3:33])([CH3:32])[CH3:31].CCN(C(C)C)C(C)C.C1C=CC(C(Cl)(C2C(Cl)=CC=CC=2)C2C=CC=CC=2)=CC=1, predict the reaction product. The product is: [C:11]([O:10][C:8](=[O:9])[CH2:7][N:6]1[C:5]2[CH:15]=[CH:16][CH:17]=[CH:18][C:4]=2[N:3]=[C:2]1[S:1][CH2:39][CH2:38][CH2:37][NH:36][C:35]([O:34][C:30]([CH3:31])([CH3:33])[CH3:32])=[O:41])([CH3:13])([CH3:14])[CH3:12].